Task: Regression. Given a peptide amino acid sequence and an MHC pseudo amino acid sequence, predict their binding affinity value. This is MHC class I binding data.. Dataset: Peptide-MHC class I binding affinity with 185,985 pairs from IEDB/IMGT (1) The peptide sequence is QVPLRPMTSK. The MHC is HLA-B08:01 with pseudo-sequence HLA-B08:01. The binding affinity (normalized) is 0. (2) The peptide sequence is RRDNRRGLR. The MHC is Mamu-B03 with pseudo-sequence Mamu-B03. The binding affinity (normalized) is 0.396.